From a dataset of M1 muscarinic receptor antagonist screen with 61,756 compounds. Binary Classification. Given a drug SMILES string, predict its activity (active/inactive) in a high-throughput screening assay against a specified biological target. (1) The compound is s1c2c(nc1NC(=O)COCC)CC(CC2=O)(C)C. The result is 0 (inactive). (2) The drug is Fc1c(NC(=O)c2cc(OC)ccc2)c(F)c(F)c(F)c1F. The result is 0 (inactive). (3) The molecule is Clc1ccc(Nc2nc(nc(n2)N)CN2CCN(CC2)c2ncccc2)cc1. The result is 0 (inactive). (4) The drug is O(c1c(C2n3[nH]nnc3=NC(=C2C(=O)Nc2c(OC)cccc2)C)ccc(OC)c1)C. The result is 0 (inactive). (5) The drug is s1c(c2nc(on2)CCC(=O)Nc2c(OC)cccc2)ccc1. The result is 0 (inactive). (6) The compound is S(=O)(=O)(N1CCCC1)c1ccc(cc1)C(=O)CSc1[nH]c(CCC)cc(=O)n1. The result is 0 (inactive). (7) The drug is S(=O)(=O)(N1CCOCC1)c1ccc(NC(=O)c2cc(OCC(C)C)ccc2)cc1. The result is 0 (inactive). (8) The compound is S1(=O)(=O)CC(N(Cc2ccc(N(C)C)cc2)C(=O)c2ccc(OC)cc2)CC1. The result is 0 (inactive). (9) The drug is Clc1cc(N2CCN(CC2)CCCNC(=O)COc2c3c(n(CC)c(=O)c2)cccc3)ccc1. The result is 1 (active).